Dataset: Catalyst prediction with 721,799 reactions and 888 catalyst types from USPTO. Task: Predict which catalyst facilitates the given reaction. (1) Reactant: [F:1][C:2]1[CH:18]=[CH:17][C:5]2[CH2:6][CH2:7][CH2:8][CH2:9][CH:10]([NH:11][S:12]([CH2:15][CH3:16])(=[O:14])=[O:13])[C:4]=2[CH:3]=1.[H-].[Na+].[CH3:21]I. Product: [F:1][C:2]1[CH:18]=[CH:17][C:5]2[CH2:6][CH2:7][CH2:8][CH2:9][CH:10]([N:11]([S:12]([CH2:15][CH3:16])(=[O:13])=[O:14])[CH3:21])[C:4]=2[CH:3]=1. The catalyst class is: 44. (2) The catalyst class is: 10. Reactant: [C:1]([C:4]1[CH:8]=[CH:7][S:6][C:5]=1[S:9]([NH2:12])(=[O:11])=[O:10])(=[O:3])[CH3:2].C1(C)C=CC(S(O)(=O)=O)=CC=1.[Br:24]N1C(=O)CCC1=O. Product: [Br:24][CH2:2][C:1]([C:4]1[CH:8]=[CH:7][S:6][C:5]=1[S:9]([NH2:12])(=[O:10])=[O:11])=[O:3]. (3) Reactant: [Cl:1][C:2]1[N:7]=[CH:6][C:5]([NH:8][C:9]2[C:14]([C:15]3[N:20]=[C:19]([CH3:21])[N:18]=[C:17]([N:22](CC4C=CC(OC)=CC=4)CC4C=CC(OC)=CC=4)[N:16]=3)=[CH:13][C:12]([C@H:41]([N:43]3[CH2:48][CH2:47][N:46]([S:49]([CH3:52])(=[O:51])=[O:50])[CH2:45][CH2:44]3)[CH3:42])=[CH:11][N:10]=2)=[CH:4][C:3]=1[O:53][CH3:54].FC(F)(F)S(O)(=O)=O. Product: [Cl:1][C:2]1[N:7]=[CH:6][C:5]([NH:8][C:9]2[C:14]([C:15]3[N:20]=[C:19]([CH3:21])[N:18]=[C:17]([NH2:22])[N:16]=3)=[CH:13][C:12]([C@H:41]([N:43]3[CH2:44][CH2:45][N:46]([S:49]([CH3:52])(=[O:51])=[O:50])[CH2:47][CH2:48]3)[CH3:42])=[CH:11][N:10]=2)=[CH:4][C:3]=1[O:53][CH3:54]. The catalyst class is: 67. (4) Reactant: [Cl:1][C:2]1[C:3]([CH3:38])=[C:4]([C:9]2[C:17]3[C:16]([O:18][C@H:19]([CH2:25][C:26]4[CH:31]=[CH:30][CH:29]=[CH:28][C:27]=4[O:32][CH3:33])[C:20]([O:22][CH2:23][CH3:24])=[O:21])=[N:15][CH:14]=[N:13][C:12]=3[S:11][C:10]=2[C:34]([F:37])([F:36])[CH3:35])[CH:5]=[CH:6][C:7]=1[OH:8].[CH3:39][N:40]1[CH2:45][CH2:44][N:43]([CH2:46][CH2:47]O)[CH2:42][CH2:41]1.C1(P(C2C=CC=CC=2)C2C=CC=CC=2)C=CC=CC=1.N(C(OC(C)(C)C)=O)=NC(OC(C)(C)C)=O. Product: [Cl:1][C:2]1[C:3]([CH3:38])=[C:4]([C:9]2[C:17]3[C:16]([O:18][C@H:19]([CH2:25][C:26]4[CH:31]=[CH:30][CH:29]=[CH:28][C:27]=4[O:32][CH3:33])[C:20]([O:22][CH2:23][CH3:24])=[O:21])=[N:15][CH:14]=[N:13][C:12]=3[S:11][C:10]=2[C:34]([F:37])([F:36])[CH3:35])[CH:5]=[CH:6][C:7]=1[O:8][CH2:47][CH2:46][N:43]1[CH2:44][CH2:45][N:40]([CH3:39])[CH2:41][CH2:42]1. The catalyst class is: 11. (5) Reactant: ClC(Cl)(O[C:5](=[O:11])OC(Cl)(Cl)Cl)Cl.[O:13]1[C:19]2[CH:20]=[C:21]([C:24]([O:26][CH3:27])=[O:25])[CH:22]=[CH:23][C:18]=2[CH2:17][NH:16][CH2:15][CH2:14]1.C(N(CC)CC)C.[CH3:35][CH:36]1[CH2:41][CH2:40][CH2:39][CH2:38][NH:37]1. Product: [CH3:35][CH:36]1[CH2:41][CH2:40][CH2:39][CH2:38][N:37]1[C:5]([N:16]1[CH2:17][C:18]2[CH:23]=[CH:22][C:21]([C:24]([O:26][CH3:27])=[O:25])=[CH:20][C:19]=2[O:13][CH2:14][CH2:15]1)=[O:11]. The catalyst class is: 250. (6) Reactant: [C:1]1([CH3:10])[CH:6]=[CH:5][C:4]([C:7](=[O:9])[CH3:8])=[CH:3][CH:2]=1.C[Si]([N-][Si](C)(C)C)(C)C.[Li+].[CH3:21][C:22]([S@@:25](/[N:27]=[C:28](\[C:33]1[CH:38]=[CH:37][C:36]([O:39][CH2:40][CH2:41][CH2:42][CH2:43][CH2:44][C:45]([F:48])([F:47])[F:46])=[CH:35][CH:34]=1)/[C:29]([F:32])([F:31])[F:30])=[O:26])([CH3:24])[CH3:23]. Product: [CH3:24][C:22]([S@@:25]([NH:27][C@:28]([C:33]1[CH:34]=[CH:35][C:36]([O:39][CH2:40][CH2:41][CH2:42][CH2:43][CH2:44][C:45]([F:48])([F:46])[F:47])=[CH:37][CH:38]=1)([CH2:8][C:7](=[O:9])[C:4]1[CH:5]=[CH:6][C:1]([CH3:10])=[CH:2][CH:3]=1)[C:29]([F:30])([F:32])[F:31])=[O:26])([CH3:21])[CH3:23]. The catalyst class is: 1. (7) Reactant: [F:1][C:2]1([F:15])[C:7](=[O:8])[N:6]([CH3:9])[C:5]2[CH:10]=[CH:11][C:12]([NH2:14])=[CH:13][C:4]=2[O:3]1.[O:16](S(C(F)(F)F)(=O)=O)[Li].[CH3:25][O:26][C:27](=[O:31])[C@@H]1OC1.C1N=CN([C:37](N2C=NC=C2)=[O:38])C=1.[C:44](#N)[CH3:45]. Product: [CH3:25][O:26][C:27]([C@@H:44]1[O:16][C:37](=[O:38])[N:14]([C:12]2[CH:11]=[CH:10][C:5]3[N:6]([CH3:9])[C:7](=[O:8])[C:2]([F:1])([F:15])[O:3][C:4]=3[CH:13]=2)[CH2:45]1)=[O:31]. The catalyst class is: 33.